From a dataset of Forward reaction prediction with 1.9M reactions from USPTO patents (1976-2016). Predict the product of the given reaction. (1) Given the reactants [CH3:1][C:2]1[CH2:7][CH2:6][CH2:5][C:4]([CH3:9])([CH3:8])[C:3]=1/[CH:10]=[CH:11]/[C:12](/[CH3:22])=[CH:13]/[CH:14]=[CH:15]/[C:16](/[CH3:21])=[CH:17]/[C:18]([OH:20])=O.C(N(CC)CC)C.CC(C)(C)C(Cl)=O.[NH2:37][C:38]1[CH:43]=[CH:42][C:41]([OH:44])=[CH:40][CH:39]=1, predict the reaction product. The product is: [CH3:1][C:2]1[CH2:7][CH2:6][CH2:5][C:4]([CH3:8])([CH3:9])[C:3]=1/[CH:10]=[CH:11]/[C:12](/[CH3:22])=[CH:13]/[CH:14]=[CH:15]/[C:16](/[CH3:21])=[CH:17]/[C:18]([NH:37][C:38]1[CH:39]=[CH:40][C:41]([OH:44])=[CH:42][CH:43]=1)=[O:20]. (2) Given the reactants C1C=CC([C@@H](O)C(O)=O)=CC=1.Cl.[CH2:13]([O:20][C:21]1[CH:26]=[CH:25][C:24]([C@@H:27]2[CH2:29][C@H:28]2[NH2:30])=[CH:23][CH:22]=1)[C:14]1[CH:19]=[CH:18][CH:17]=[CH:16][CH:15]=1, predict the reaction product. The product is: [CH2:13]([O:20][C:21]1[CH:22]=[CH:23][C:24]([C@@H:27]2[CH2:29][C@H:28]2[NH2:30])=[CH:25][CH:26]=1)[C:14]1[CH:15]=[CH:16][CH:17]=[CH:18][CH:19]=1. (3) The product is: [CH:19]1([C:14]2[CH:13]=[C:12]([N:10]3[CH2:9][CH2:8][C:6]4[N:7]=[C:2]([C:37]5[C:36]([CH3:48])=[CH:35][CH:34]=[C:33]6[C:38]=5[C:30]([CH3:29])=[N:31][N:32]6[S:49]([C:52]5[CH:58]=[CH:57][C:55]([CH3:56])=[CH:54][CH:53]=5)(=[O:50])=[O:51])[N:3]=[C:4]([N:22]5[CH2:27][CH2:26][O:25][CH2:24][C@H:23]5[CH3:28])[C:5]=4[CH2:11]3)[N:16]([CH2:17][CH3:18])[N:15]=2)[CH2:21][CH2:20]1. Given the reactants Cl[C:2]1[N:3]=[C:4]([N:22]2[CH2:27][CH2:26][O:25][CH2:24][C@H:23]2[CH3:28])[C:5]2[CH2:11][N:10]([C:12]3[N:16]([CH2:17][CH3:18])[N:15]=[C:14]([CH:19]4[CH2:21][CH2:20]4)[CH:13]=3)[CH2:9][CH2:8][C:6]=2[N:7]=1.[CH3:29][C:30]1[C:38]2[C:33](=[CH:34][CH:35]=[C:36]([CH3:48])[C:37]=2B2OC(C)(C)C(C)(C)O2)[N:32]([S:49]([C:52]2[CH:58]=[CH:57][C:55]([CH3:56])=[CH:54][CH:53]=2)(=[O:51])=[O:50])[N:31]=1.C([O-])([O-])=O.[Na+].[Na+], predict the reaction product. (4) Given the reactants [C:1]([O:5][C:6]([N:8]1[CH2:12][C@@H:11]([O:13][CH3:14])[CH2:10][C@H:9]1[C:15]([OH:17])=O)=[O:7])([CH3:4])([CH3:3])[CH3:2].CCN(C(C)C)C(C)C.[Cl:27][C:28]1[C:29]([CH3:36])=[C:30]([NH2:35])[C:31]([NH2:34])=[CH:32][CH:33]=1.CN(C(ON1N=NC2C=CC=NC1=2)=[N+](C)C)C.F[P-](F)(F)(F)(F)F, predict the reaction product. The product is: [NH2:35][C:30]1[C:29]([CH3:36])=[C:28]([Cl:27])[CH:33]=[CH:32][C:31]=1[NH:34][C:15]([C@@H:9]1[CH2:10][C@H:11]([O:13][CH3:14])[CH2:12][N:8]1[C:6]([O:5][C:1]([CH3:2])([CH3:3])[CH3:4])=[O:7])=[O:17]. (5) Given the reactants [NH2:1][C:2]1[CH:11]=[CH:10][C:5]2[NH:6][C:7](=[O:9])[NH:8][C:4]=2[CH:3]=1.[Cl:12][CH2:13][C:14](Cl)=[O:15], predict the reaction product. The product is: [Cl:12][CH2:13][C:14]([NH:1][C:2]1[CH:11]=[CH:10][C:5]2[NH:6][C:7](=[O:9])[NH:8][C:4]=2[CH:3]=1)=[O:15]. (6) Given the reactants [F:1][C:2]1[CH:3]=[C:4](/[CH:9]=[CH:10]/[C:11]([OH:13])=O)[CH:5]=[CH:6][C:7]=1[F:8].S(Cl)([Cl:16])=O, predict the reaction product. The product is: [F:1][C:2]1[CH:3]=[C:4](/[CH:9]=[CH:10]/[C:11]([Cl:16])=[O:13])[CH:5]=[CH:6][C:7]=1[F:8].